This data is from Catalyst prediction with 721,799 reactions and 888 catalyst types from USPTO. The task is: Predict which catalyst facilitates the given reaction. Reactant: [CH2:1]([CH:4]1[C@@:9]([CH2:20][F:21])([C:10]2[CH:15]=[C:14]([N+:16]([O-:18])=[O:17])[CH:13]=[CH:12][C:11]=2[F:19])[N:8]=[C:7]([N:22]([C:30]([O:32][C:33]([CH3:36])([CH3:35])[CH3:34])=[O:31])[C:23](=[O:29])[O:24][C:25]([CH3:28])([CH3:27])[CH3:26])[C:6]([CH3:38])([CH3:37])[S:5]1(=[O:40])=[O:39])[CH:2]=[CH2:3].C(=O)(O)[O-:42].[Na+].O=O.[BH4-].[Na+]. Product: [C:25]([O:24][C:23]([N:22]([C:7]1[C:6]([CH3:38])([CH3:37])[S:5](=[O:39])(=[O:40])[CH:4]([CH2:1][CH2:2][CH2:3][OH:42])[C@@:9]([CH2:20][F:21])([C:10]2[CH:15]=[C:14]([N+:16]([O-:18])=[O:17])[CH:13]=[CH:12][C:11]=2[F:19])[N:8]=1)[C:30](=[O:31])[O:32][C:33]([CH3:36])([CH3:35])[CH3:34])=[O:29])([CH3:28])([CH3:27])[CH3:26]. The catalyst class is: 61.